This data is from Catalyst prediction with 721,799 reactions and 888 catalyst types from USPTO. The task is: Predict which catalyst facilitates the given reaction. (1) Reactant: [Cl:1][C:2]1[CH:9]=[C:8]([Cl:10])[CH:7]=[C:6]([CH3:11])[C:3]=1[C:4]#[N:5].C1C(=O)N([Br:19])C(=O)C1.CC(N=NC(C#N)(C)C)(C#N)C. Product: [Br:19][CH2:11][C:6]1[CH:7]=[C:8]([Cl:10])[CH:9]=[C:2]([Cl:1])[C:3]=1[C:4]#[N:5]. The catalyst class is: 159. (2) Reactant: [NH2:1][C:2]1[CH:7]=[CH:6][C:5]([Cl:8])=[CH:4][N:3]=1.S(=O)(=O)(O)O.[I:14](O)(=O)(=O)=O.II.[OH-].[Na+]. Product: [NH2:1][C:2]1[C:7]([I:14])=[CH:6][C:5]([Cl:8])=[CH:4][N:3]=1. The catalyst class is: 86. (3) Reactant: [Cl:1][C:2]1[CH:7]=[C:6]([B:8]2[O:12][C:11]([CH3:14])([CH3:13])[C:10]([CH3:16])([CH3:15])[O:9]2)[CH:5]=[CH:4][C:3]=1[OH:17].[C:18]1(B(O)O)[CH:23]=[CH:22][CH:21]=[CH:20][CH:19]=1.CCN(CC)CC. Product: [Cl:1][C:2]1[CH:7]=[C:6]([B:8]2[O:12][C:11]([CH3:13])([CH3:14])[C:10]([CH3:16])([CH3:15])[O:9]2)[CH:5]=[CH:4][C:3]=1[O:17][C:18]1[CH:23]=[CH:22][CH:21]=[CH:20][CH:19]=1. The catalyst class is: 749. (4) Reactant: C[O-].[Na+].[Cl:4][C:5]1[N:13]=[C:12]2[C:8]([N:9]=[CH:10][N:11]2[C@@H:14]2[O:28][C@H:27]([CH2:29][O:30]C(=O)C3C=CC(Cl)=CC=3)[C@@H:16]([O:17]C(=O)C3C=CC(Cl)=CC=3)[CH2:15]2)=[C:7]([NH:40][Si](C)(C)C)[N:6]=1. Product: [CH:10]1[N:11]([C@@H:14]2[O:28][C@H:27]([CH2:29][OH:30])[C@@H:16]([OH:17])[CH2:15]2)[C:12]2[C:8](=[C:7]([NH2:40])[N:6]=[C:5]([Cl:4])[N:13]=2)[N:9]=1. The catalyst class is: 5. (5) Reactant: Br[C:2]1[CH:3]=[C:4]([CH2:7][OH:8])[S:5][CH:6]=1.[CH3:9][N:10](C)C=O. Product: [OH:8][CH2:7][C:4]1[S:5][CH:6]=[C:2]([C:9]#[N:10])[CH:3]=1. The catalyst class is: 267. (6) Reactant: [CH3:1][C@H:2]([NH2:12])[C@H:3]([OH:11])[C:4]1[CH:9]=[CH:8][C:7]([OH:10])=[CH:6][CH:5]=1.[F:13][C:14]([F:21])([F:20])[C:15](OCC)=[O:16]. Product: [F:13][C:14]([F:21])([F:20])[C:15]([NH:12][C@@H:2]([CH3:1])[C@H:3]([OH:11])[C:4]1[CH:9]=[CH:8][C:7]([OH:10])=[CH:6][CH:5]=1)=[O:16]. The catalyst class is: 8. (7) Reactant: [CH:1]1[C:9]2[C:8]3[CH:10]=[CH:11][CH:12]=[CH:13][C:7]=3[O:6][C:5]=2[C:4]([C:14]2[CH:27]=[CH:26][C:25]3[N:24]([S:28]([C:31]4[CH:36]=[CH:35][C:34]([O:37]C)=[CH:33][CH:32]=4)(=[O:30])=[O:29])[CH:23]([CH2:39][CH3:40])[C:22]4[C:17](=[CH:18][CH:19]=[CH:20][CH:21]=4)[C:16]=3[CH:15]=2)=[CH:3][CH:2]=1.C1CCCCC=1.B(Br)(Br)Br. Product: [CH:1]1[C:9]2[C:8]3[CH:10]=[CH:11][CH:12]=[CH:13][C:7]=3[O:6][C:5]=2[C:4]([C:14]2[CH:27]=[CH:26][C:25]3[N:24]([S:28]([C:31]4[CH:32]=[CH:33][C:34]([OH:37])=[CH:35][CH:36]=4)(=[O:29])=[O:30])[CH:23]([CH2:39][CH3:40])[C:22]4[C:17](=[CH:18][CH:19]=[CH:20][CH:21]=4)[C:16]=3[CH:15]=2)=[CH:3][CH:2]=1. The catalyst class is: 4. (8) Reactant: [NH2:1][C:2]1[CH:3]=[C:4]([CH:11]=[CH:12][CH:13]=1)[C:5]([O:7][CH2:8][CH:9]=[CH2:10])=[O:6].[C:14]([S:17][CH:18]1[CH2:22][N:21]([C:23]([O:25][CH2:26][C:27]2[CH:32]=[CH:31][C:30]([N+:33]([O-:35])=[O:34])=[CH:29][CH:28]=2)=[O:24])[CH:20]([C:36](O)=[O:37])[CH2:19]1)(=[O:16])[CH3:15].CCOC1N(C(OCC)=O)C2C(=CC=CC=2)C=C1. Product: [C:14]([S:17][C@@H:18]1[CH2:22][N:21]([C:23]([O:25][CH2:26][C:27]2[CH:32]=[CH:31][C:30]([N+:33]([O-:35])=[O:34])=[CH:29][CH:28]=2)=[O:24])[C@H:20]([C:36](=[O:37])[NH:1][C:2]2[CH:13]=[CH:12][CH:11]=[C:4]([C:5]([O:7][CH2:8][CH:9]=[CH2:10])=[O:6])[CH:3]=2)[CH2:19]1)(=[O:16])[CH3:15]. The catalyst class is: 260.